From a dataset of NCI-60 drug combinations with 297,098 pairs across 59 cell lines. Regression. Given two drug SMILES strings and cell line genomic features, predict the synergy score measuring deviation from expected non-interaction effect. (1) Drug 2: CC(C)(C#N)C1=CC(=CC(=C1)CN2C=NC=N2)C(C)(C)C#N. Drug 1: CNC(=O)C1=CC=CC=C1SC2=CC3=C(C=C2)C(=NN3)C=CC4=CC=CC=N4. Synergy scores: CSS=4.37, Synergy_ZIP=-1.18, Synergy_Bliss=0.733, Synergy_Loewe=1.33, Synergy_HSA=1.04. Cell line: SNB-19. (2) Drug 1: C1=C(C(=O)NC(=O)N1)F. Drug 2: C1=CN(C(=O)N=C1N)C2C(C(C(O2)CO)O)O.Cl. Cell line: HT29. Synergy scores: CSS=62.3, Synergy_ZIP=-3.10, Synergy_Bliss=-4.31, Synergy_Loewe=-0.235, Synergy_HSA=2.55. (3) Synergy scores: CSS=1.32, Synergy_ZIP=0.479, Synergy_Bliss=1.27, Synergy_Loewe=-2.21, Synergy_HSA=-1.10. Drug 1: CC12CCC3C(C1CCC2O)C(CC4=C3C=CC(=C4)O)CCCCCCCCCS(=O)CCCC(C(F)(F)F)(F)F. Cell line: DU-145. Drug 2: C1=NNC2=C1C(=O)NC=N2. (4) Drug 1: CC1=C2C(C(=O)C3(C(CC4C(C3C(C(C2(C)C)(CC1OC(=O)C(C(C5=CC=CC=C5)NC(=O)OC(C)(C)C)O)O)OC(=O)C6=CC=CC=C6)(CO4)OC(=O)C)OC)C)OC. Drug 2: CCC1(C2=C(COC1=O)C(=O)N3CC4=CC5=C(C=CC(=C5CN(C)C)O)N=C4C3=C2)O.Cl. Cell line: SNB-75. Synergy scores: CSS=23.9, Synergy_ZIP=-5.60, Synergy_Bliss=-5.68, Synergy_Loewe=-9.64, Synergy_HSA=-4.12. (5) Drug 1: CC1=C(C=C(C=C1)NC2=NC=CC(=N2)N(C)C3=CC4=NN(C(=C4C=C3)C)C)S(=O)(=O)N.Cl. Drug 2: C1=CC(=CC=C1CC(C(=O)O)N)N(CCCl)CCCl.Cl. Cell line: PC-3. Synergy scores: CSS=11.4, Synergy_ZIP=-3.78, Synergy_Bliss=0.781, Synergy_Loewe=-5.89, Synergy_HSA=0.0423. (6) Drug 1: CC1C(C(CC(O1)OC2CC(CC3=C2C(=C4C(=C3O)C(=O)C5=C(C4=O)C(=CC=C5)OC)O)(C(=O)C)O)N)O.Cl. Drug 2: CC1=C(C(=O)C2=C(C1=O)N3CC4C(C3(C2COC(=O)N)OC)N4)N. Cell line: TK-10. Synergy scores: CSS=24.7, Synergy_ZIP=-6.48, Synergy_Bliss=7.59, Synergy_Loewe=2.71, Synergy_HSA=7.42. (7) Drug 1: C1CN1C2=NC(=NC(=N2)N3CC3)N4CC4. Drug 2: N.N.Cl[Pt+2]Cl. Cell line: SNB-19. Synergy scores: CSS=52.3, Synergy_ZIP=-1.50, Synergy_Bliss=-3.07, Synergy_Loewe=-7.68, Synergy_HSA=-0.862. (8) Drug 1: CCCCCOC(=O)NC1=NC(=O)N(C=C1F)C2C(C(C(O2)C)O)O. Drug 2: C(CN)CNCCSP(=O)(O)O. Cell line: SK-OV-3. Synergy scores: CSS=-3.01, Synergy_ZIP=3.83, Synergy_Bliss=3.49, Synergy_Loewe=-2.37, Synergy_HSA=-2.37.